Predict the product of the given reaction. From a dataset of Forward reaction prediction with 1.9M reactions from USPTO patents (1976-2016). (1) Given the reactants [C:1]([O:5][C:6](=[O:22])[NH:7][C:8]1[CH:13]=[CH:12][C:11]([C:14]2[CH:19]=[CH:18][C:17]([F:20])=[CH:16][CH:15]=2)=[CH:10][C:9]=1[NH2:21])([CH3:4])([CH3:3])[CH3:2].C([O:27][C:28](=O)[CH2:29][C:30]([C:32]1[N:33]=[C:34]([N:37]2[CH:41]=[C:40]([CH3:42])[N:39]=[CH:38]2)[S:35][CH:36]=1)=[O:31])(C)(C)C, predict the reaction product. The product is: [C:1]([O:5][C:6](=[O:22])[NH:7][C:8]1[CH:13]=[CH:12][C:11]([C:14]2[CH:15]=[CH:16][C:17]([F:20])=[CH:18][CH:19]=2)=[CH:10][C:9]=1[NH:21][C:28](=[O:27])[CH2:29][C:30]([C:32]1[N:33]=[C:34]([N:37]2[CH:41]=[C:40]([CH3:42])[N:39]=[CH:38]2)[S:35][CH:36]=1)=[O:31])([CH3:4])([CH3:2])[CH3:3]. (2) Given the reactants [CH:1]1([C:8]2[CH:17]=[CH:16][C:11]3[NH:12][C:13](=[O:15])[O:14][C:10]=3[CH:9]=2)[CH2:6][CH2:5][C:4](=O)[CH2:3][CH2:2]1.[F:18][C:19]1[CH:20]=[C:21]([CH2:25][CH2:26][CH2:27][NH2:28])[CH:22]=[CH:23][CH:24]=1.Cl, predict the reaction product. The product is: [F:18][C:19]1[CH:20]=[C:21]([CH2:25][CH2:26][CH2:27][NH:28][C@H:4]2[CH2:5][CH2:6][C@H:1]([C:8]3[CH:17]=[CH:16][C:11]4[NH:12][C:13](=[O:15])[O:14][C:10]=4[CH:9]=3)[CH2:2][CH2:3]2)[CH:22]=[CH:23][CH:24]=1. (3) Given the reactants [N:1]1[CH:6]=[CH:5][CH:4]=[CH:3][C:2]=1[CH3:7].C([C:10]1[CH:15]=[CH:14][CH:13]=[CH:12][N:11]=1)=C.[Na].C1(C=CC(O)=CC=1)O, predict the reaction product. The product is: [CH2:7]([C:10]1[CH:15]=[CH:14][CH:13]=[CH:12][N:11]=1)[C:2]1[CH:3]=[CH:4][CH:5]=[CH:6][N:1]=1. (4) Given the reactants [Br:1][C:2]1[CH:7]=[CH:6][C:5]([CH:8](C(OCC)=O)[C:9]([O:11][CH2:12][CH3:13])=[O:10])=[C:4]([O:19][CH3:20])[CH:3]=1.[Cl-].[Li+].CS(C)=O, predict the reaction product. The product is: [Br:1][C:2]1[CH:7]=[CH:6][C:5]([CH2:8][C:9]([O:11][CH2:12][CH3:13])=[O:10])=[C:4]([O:19][CH3:20])[CH:3]=1. (5) Given the reactants Br[C:2]1[CH:7]=[CH:6][CH:5]=[CH:4][C:3]=1[N+:8]([O-:10])=[O:9].[Cl:11][C:12]1[CH:17]=[CH:16][C:15](B(O)O)=[CH:14][CH:13]=1.P([O-])([O-])([O-])=O.[K+].[K+].[K+].CN(C)C=O, predict the reaction product. The product is: [Cl:11][C:12]1[CH:17]=[CH:16][C:15]([C:2]2[CH:7]=[CH:6][CH:5]=[CH:4][C:3]=2[N+:8]([O-:10])=[O:9])=[CH:14][CH:13]=1. (6) Given the reactants C([Sn](CCCC)(CCCC)[C:6]1[CH:11]=[CH:10][C:9]([CH:12]=[CH:13][C:14]([C:16]2[CH:21]=[CH:20][C:19]([NH:22][CH3:23])=[CH:18][CH:17]=2)=[O:15])=[CH:8][CH:7]=1)CCC.[I:32]I.S([O-])([O-])=O.[Na+].[Na+], predict the reaction product. The product is: [I:32][C:6]1[CH:11]=[CH:10][C:9]([CH:12]=[CH:13][C:14]([C:16]2[CH:21]=[CH:20][C:19]([NH:22][CH3:23])=[CH:18][CH:17]=2)=[O:15])=[CH:8][CH:7]=1. (7) Given the reactants CC(C)([O-])C.[K+].[CH2:7]([OH:16])[CH2:8][O:9][CH2:10][CH2:11][O:12][CH2:13][CH2:14][OH:15].[Br:17][C:18]1[CH:19]=[C:20]2[C:25](=[CH:26][CH:27]=1)[N:24]=[C:23](O)[CH:22]=[CH:21]2.ClCCl, predict the reaction product. The product is: [Br:17][C:18]1[CH:19]=[C:20]2[C:25](=[CH:26][CH:27]=1)[N:24]=[C:23]([O:16][CH2:7][CH2:8][O:9][CH2:10][CH2:11][O:12][CH2:13][CH2:14][OH:15])[CH:22]=[CH:21]2. (8) Given the reactants Br[C:2]1[CH:3]=[CH:4][C:5]2[CH:9]=[C:8]([C:10]3[C:15]([Cl:16])=[CH:14][N:13]=[C:12]([NH:17][CH2:18][CH2:19][CH2:20][N:21]4[CH2:26][CH2:25][N:24]([CH3:27])[CH2:23][CH2:22]4)[N:11]=3)[S:7][C:6]=2[CH:28]=1.[NH:29]1[CH2:33][CH2:32][CH2:31][C:30]1=[O:34].CC1(C)C2C(=C(P(C3C=CC=CC=3)C3C=CC=CC=3)C=CC=2)OC2C(P(C3C=CC=CC=3)C3C=CC=CC=3)=CC=CC1=2.C(=O)([O-])[O-].[Cs+].[Cs+], predict the reaction product. The product is: [Cl:16][C:15]1[C:10]([C:8]2[S:7][C:6]3[CH:28]=[C:2]([N:29]4[CH2:33][CH2:32][CH2:31][C:30]4=[O:34])[CH:3]=[CH:4][C:5]=3[CH:9]=2)=[N:11][C:12]([NH:17][CH2:18][CH2:19][CH2:20][N:21]2[CH2:26][CH2:25][N:24]([CH3:27])[CH2:23][CH2:22]2)=[N:13][CH:14]=1. (9) Given the reactants [NH2:1][C:2]1[C:17]([C:18]([F:21])([F:20])[F:19])=[CH:16][CH:15]=[CH:14][C:3]=1[C:4]([NH:6][C:7]1[CH:12]=[CH:11][CH:10]=[CH:9][C:8]=1[Cl:13])=[O:5].[Cl:22][CH2:23][C:24](Cl)=O, predict the reaction product. The product is: [Cl:22][CH2:23][C:24]1[N:6]([C:7]2[CH:12]=[CH:11][CH:10]=[CH:9][C:8]=2[Cl:13])[C:4](=[O:5])[C:3]2[C:2](=[C:17]([C:18]([F:21])([F:19])[F:20])[CH:16]=[CH:15][CH:14]=2)[N:1]=1.